This data is from Catalyst prediction with 721,799 reactions and 888 catalyst types from USPTO. The task is: Predict which catalyst facilitates the given reaction. (1) Reactant: Br[C:2]1[C:16]([CH3:17])=[CH:15][C:5]([O:6][CH2:7][O:8][CH2:9][CH2:10][Si:11]([CH3:14])([CH3:13])[CH3:12])=[C:4]([O:18][CH3:19])[CH:3]=1.C([Li])CCC.[B:25](OC)([O:28]C)[O:26]C. Product: [CH3:19][O:18][C:4]1[C:5]([O:6][CH2:7][O:8][CH2:9][CH2:10][Si:11]([CH3:14])([CH3:13])[CH3:12])=[CH:15][C:16]([CH3:17])=[C:2]([B:25]([OH:28])[OH:26])[CH:3]=1. The catalyst class is: 1. (2) Reactant: [C:1]([N:4]1[C:13]2[C:8](=[CH:9][C:10]([C:14]([NH:16][CH2:17][CH:18]([OH:20])[CH3:19])=[O:15])=[CH:11][CH:12]=2)[C@H:7]([NH:21][C:22]2[CH:27]=[CH:26][CH:25]=[C:24]([CH3:28])[N:23]=2)[C@@H:6]([CH3:29])[C@@H:5]1[CH:30]1[CH2:32][CH2:31]1)(=[O:3])[CH3:2].[H-].[Na+].I[CH3:36]. Product: [C:1]([N:4]1[C:13]2[C:8](=[CH:9][C:10]([C:14]([NH:16][CH2:17][CH:18]([O:20][CH3:36])[CH3:19])=[O:15])=[CH:11][CH:12]=2)[C@H:7]([NH:21][C:22]2[CH:27]=[CH:26][CH:25]=[C:24]([CH3:28])[N:23]=2)[C@@H:6]([CH3:29])[C@@H:5]1[CH:30]1[CH2:31][CH2:32]1)(=[O:3])[CH3:2]. The catalyst class is: 7.